Predict the reaction yield, written as a fraction of the theoretical maximum amount of product (1.0 means a 100% yield; for example, 0.34 means a 34% yield). From a dataset of Reaction yield outcomes from USPTO patents with 853,638 reactions. (1) The reactants are [Cl:1][C:2]1[CH:22]=[CH:21][C:5]([O:6][C:7]2[CH:12]=[CH:11][C:10]([C:13]3([C:16]([F:19])([F:18])[F:17])[CH2:15][O:14]3)=[C:9]([CH3:20])[CH:8]=2)=[CH:4][CH:3]=1.N1C=[CH:26][N:25]=[N:24]1.C1CCN2[C:31](=[N:32]CCC2)CC1.O. The yield is 0.620. The catalyst is CC(O)C. The product is [Cl:1][C:2]1[CH:22]=[CH:21][C:5]([O:6][C:7]2[CH:12]=[CH:11][C:10]([C:13]([OH:14])([CH2:15][N:25]3[CH:26]=[N:32][CH:31]=[N:24]3)[C:16]([F:19])([F:18])[F:17])=[C:9]([CH3:20])[CH:8]=2)=[CH:4][CH:3]=1. (2) The reactants are [F:1][C:2]1[CH:3]=[C:4]([CH:9]2[CH2:13][CH2:12][CH2:11][C:10]2=[O:14])[CH:5]=[C:6]([F:8])[CH:7]=1.[C:15](Cl)([N:17]=[C:18]=[O:19])=[O:16]. The catalyst is C(OCC)(=O)C. The product is [F:1][C:2]1[CH:3]=[C:4]([CH:9]2[C:10]3[O:14][C:18](=[O:19])[NH:17][C:15](=[O:16])[C:11]=3[CH2:12][CH2:13]2)[CH:5]=[C:6]([F:8])[CH:7]=1. The yield is 0.109.